From a dataset of Peptide-MHC class II binding affinity with 134,281 pairs from IEDB. Regression. Given a peptide amino acid sequence and an MHC pseudo amino acid sequence, predict their binding affinity value. This is MHC class II binding data. The peptide sequence is AAAAAYETAFAAIVP. The MHC is DRB1_0401 with pseudo-sequence DRB1_0401. The binding affinity (normalized) is 0.399.